Dataset: NCI-60 drug combinations with 297,098 pairs across 59 cell lines. Task: Regression. Given two drug SMILES strings and cell line genomic features, predict the synergy score measuring deviation from expected non-interaction effect. (1) Drug 1: CC1=C2C(C(=O)C3(C(CC4C(C3C(C(C2(C)C)(CC1OC(=O)C(C(C5=CC=CC=C5)NC(=O)C6=CC=CC=C6)O)O)OC(=O)C7=CC=CC=C7)(CO4)OC(=O)C)O)C)OC(=O)C. Drug 2: CS(=O)(=O)CCNCC1=CC=C(O1)C2=CC3=C(C=C2)N=CN=C3NC4=CC(=C(C=C4)OCC5=CC(=CC=C5)F)Cl. Cell line: IGROV1. Synergy scores: CSS=35.1, Synergy_ZIP=0.980, Synergy_Bliss=3.07, Synergy_Loewe=0.994, Synergy_HSA=5.06. (2) Drug 1: C1=CC(=CC=C1CCCC(=O)O)N(CCCl)CCCl. Drug 2: CN(C(=O)NC(C=O)C(C(C(CO)O)O)O)N=O. Cell line: OVCAR-5. Synergy scores: CSS=6.67, Synergy_ZIP=-5.68, Synergy_Bliss=-1.96, Synergy_Loewe=-11.3, Synergy_HSA=-1.49. (3) Drug 1: COC1=CC(=CC(=C1O)OC)C2C3C(COC3=O)C(C4=CC5=C(C=C24)OCO5)OC6C(C(C7C(O6)COC(O7)C8=CC=CS8)O)O. Drug 2: CNC(=O)C1=NC=CC(=C1)OC2=CC=C(C=C2)NC(=O)NC3=CC(=C(C=C3)Cl)C(F)(F)F. Cell line: MOLT-4. Synergy scores: CSS=89.9, Synergy_ZIP=7.99, Synergy_Bliss=8.31, Synergy_Loewe=7.98, Synergy_HSA=9.98. (4) Drug 1: C1CCC(C(C1)N)N.C(=O)(C(=O)[O-])[O-].[Pt+4]. Drug 2: C(CN)CNCCSP(=O)(O)O. Cell line: SF-539. Synergy scores: CSS=4.49, Synergy_ZIP=-0.947, Synergy_Bliss=0.912, Synergy_Loewe=-5.82, Synergy_HSA=-1.83. (5) Drug 1: CC1=C2C(C(=O)C3(C(CC4C(C3C(C(C2(C)C)(CC1OC(=O)C(C(C5=CC=CC=C5)NC(=O)OC(C)(C)C)O)O)OC(=O)C6=CC=CC=C6)(CO4)OC(=O)C)OC)C)OC. Drug 2: COC1=C2C(=CC3=C1OC=C3)C=CC(=O)O2. Cell line: K-562. Synergy scores: CSS=37.5, Synergy_ZIP=-0.862, Synergy_Bliss=-3.84, Synergy_Loewe=-43.9, Synergy_HSA=-4.07. (6) Drug 1: C1=NC(=NC(=O)N1C2C(C(C(O2)CO)O)O)N. Drug 2: CC1=C(C(=CC=C1)Cl)NC(=O)C2=CN=C(S2)NC3=CC(=NC(=N3)C)N4CCN(CC4)CCO. Cell line: SK-OV-3. Synergy scores: CSS=18.1, Synergy_ZIP=-8.25, Synergy_Bliss=-2.77, Synergy_Loewe=-29.0, Synergy_HSA=-0.793. (7) Drug 1: CCC1(CC2CC(C3=C(CCN(C2)C1)C4=CC=CC=C4N3)(C5=C(C=C6C(=C5)C78CCN9C7C(C=CC9)(C(C(C8N6C)(C(=O)OC)O)OC(=O)C)CC)OC)C(=O)OC)O.OS(=O)(=O)O. Drug 2: C1CN(CCN1C(=O)CCBr)C(=O)CCBr. Cell line: NCI/ADR-RES. Synergy scores: CSS=9.39, Synergy_ZIP=1.40, Synergy_Bliss=6.63, Synergy_Loewe=2.04, Synergy_HSA=2.27. (8) Synergy scores: CSS=19.8, Synergy_ZIP=9.82, Synergy_Bliss=16.9, Synergy_Loewe=3.24, Synergy_HSA=15.9. Drug 2: C1CCC(C(C1)N)N.C(=O)(C(=O)[O-])[O-].[Pt+4]. Cell line: SN12C. Drug 1: C1C(C(OC1N2C=NC(=NC2=O)N)CO)O. (9) Drug 1: CCCCC(=O)OCC(=O)C1(CC(C2=C(C1)C(=C3C(=C2O)C(=O)C4=C(C3=O)C=CC=C4OC)O)OC5CC(C(C(O5)C)O)NC(=O)C(F)(F)F)O. Drug 2: CN(C(=O)NC(C=O)C(C(C(CO)O)O)O)N=O. Cell line: TK-10. Synergy scores: CSS=30.6, Synergy_ZIP=2.58, Synergy_Bliss=-0.702, Synergy_Loewe=-26.4, Synergy_HSA=-1.25.